Dataset: Catalyst prediction with 721,799 reactions and 888 catalyst types from USPTO. Task: Predict which catalyst facilitates the given reaction. (1) The catalyst class is: 88. Product: [CH3:1][NH:2][C:3]1[CH:17]=[CH:16][C:6]([O:7][C:8]2[CH:13]=[CH:12][N:11]=[C:10]([C:14]#[N:15])[CH:9]=2)=[CH:5][C:4]=1[NH2:18]. Reactant: [CH3:1][NH:2][C:3]1[CH:17]=[CH:16][C:6]([O:7][C:8]2[CH:13]=[CH:12][N:11]=[C:10]([C:14]#[N:15])[CH:9]=2)=[CH:5][C:4]=1[N+:18]([O-])=O.C([O-])([O-])=O.[Na+].[Na+].[O-]S(S([O-])=O)=O.[Na+].[Na+].CC(OO)=O. (2) Reactant: [NH2:1][C:2]1[C:7]([C:8]2[CH:13]=[CH:12][C:11]([OH:14])=[CH:10][CH:9]=2)=[CH:6][CH:5]=[CH:4][N:3]=1.[C:15]([Si:19]([CH3:22])([CH3:21])Cl)([CH3:18])([CH3:17])[CH3:16].N1C=CN=C1.O. Product: [Si:19]([O:14][C:11]1[CH:12]=[CH:13][C:8]([C:7]2[C:2]([NH2:1])=[N:3][CH:4]=[CH:5][CH:6]=2)=[CH:9][CH:10]=1)([C:15]([CH3:18])([CH3:17])[CH3:16])([CH3:22])[CH3:21]. The catalyst class is: 3. (3) Reactant: [NH2:1][CH2:2][C:3]([NH:5][CH:6]1[CH2:11][CH2:10][C:9]([N:18]([CH3:20])[CH3:19])([C:12]2[CH:17]=[CH:16][CH:15]=[CH:14][CH:13]=2)[CH2:8][CH2:7]1)=[O:4].[Cl-].C[O:23]C1N=C(OC)N=C([N+]2(C)CCOCC2)N=1.[NH:39]1[C:47]2[C:42](=[CH:43][CH:44]=[CH:45][CH:46]=2)[C:41]([CH:48]([CH2:52][CH3:53])[C:49](O)=O)=[CH:40]1. The catalyst class is: 5. Product: [CH3:19][N:18]([CH3:20])[C:9]1([C:12]2[CH:13]=[CH:14][CH:15]=[CH:16][CH:17]=2)[CH2:10][CH2:11][CH:6]([NH:5][C:3]([CH2:2][NH:1][C:53](=[O:23])[CH2:52][CH:48]([C:41]2[C:42]3[C:47](=[CH:46][CH:45]=[CH:44][CH:43]=3)[NH:39][CH:40]=2)[CH3:49])=[O:4])[CH2:7][CH2:8]1. (4) Reactant: [CH:1]1([NH:4][C:5](=[O:32])[C:6]2[CH:11]=[CH:10][C:9]([CH3:12])=[C:8]([N:13]3[CH:18]=[CH:17][N:16]=[C:15]([NH:19][C:20]4([C:24]5[CH:29]=[CH:28][CH:27]=[CH:26][C:25]=5[OH:30])[CH2:23][CH2:22][CH2:21]4)[C:14]3=[O:31])[CH:7]=2)[CH2:3][CH2:2]1.Br[CH2:34][CH2:35][Cl:36].C(=O)([O-])[O-].[Cs+].[Cs+].C(OCC)(=O)C. Product: [Cl:36][CH2:35][CH2:34][O:30][C:25]1[CH:26]=[CH:27][CH:28]=[CH:29][C:24]=1[C:20]1([NH:19][C:15]2[C:14](=[O:31])[N:13]([C:8]3[CH:7]=[C:6]([CH:11]=[CH:10][C:9]=3[CH3:12])[C:5]([NH:4][CH:1]3[CH2:2][CH2:3]3)=[O:32])[CH:18]=[CH:17][N:16]=2)[CH2:23][CH2:22][CH2:21]1. The catalyst class is: 47. (5) Reactant: [C:1]([O:5][C:6](=[O:9])[CH2:7][NH2:8])([CH3:4])([CH3:3])[CH3:2].[CH3:10][C:11]([C:16]1[O:17][C:18]([CH3:21])=[CH:19][CH:20]=1)([CH3:15])[CH2:12][CH:13]=O. Product: [C:1]([O:5][C:6](=[O:9])[CH2:7]/[N:8]=[CH:13]/[CH2:12][C:11]([CH3:15])([C:16]1[O:17][C:18]([CH3:21])=[CH:19][CH:20]=1)[CH3:10])([CH3:4])([CH3:3])[CH3:2]. The catalyst class is: 2. (6) Reactant: [C:1]1([C:7]2[S:11][C:10]([N:12]3[CH2:19][CH:18]4[CH:14]([CH2:15][NH:16][CH2:17]4)[CH2:13]3)=[N:9][N:8]=2)[CH:6]=[CH:5][CH:4]=[CH:3][CH:2]=1.[C:20]([OH:27])(=[O:26])/[CH:21]=[CH:22]/[C:23]([OH:25])=[O:24]. Product: [C:20]([OH:27])(=[O:26])/[CH:21]=[CH:22]/[C:23]([OH:25])=[O:24].[C:1]1([C:7]2[S:11][C:10]([N:12]3[CH2:19][CH:18]4[CH:14]([CH2:15][NH:16][CH2:17]4)[CH2:13]3)=[N:9][N:8]=2)[CH:2]=[CH:3][CH:4]=[CH:5][CH:6]=1. The catalyst class is: 459. (7) Reactant: [Si]([O:8][C@H:9]1[CH2:14][CH2:13][C@H:12]([N:15]2[CH:19]=[C:18]([C:20]3[CH:25]=[N:24][C:23]([NH:26][CH3:27])=[C:22]4[O:28][C:29](Cl)=[CH:30][C:21]=34)[CH:17]=[N:16]2)[CH2:11][CH2:10]1)(C(C)(C)C)(C)C.CC1(C)C(C)(C)OB([C:40]2[C:48]3[C:43](=[CH:44][N:45]=[CH:46][CH:47]=3)[S:42][CH:41]=2)O1.C(=O)([O-])[O-].[Na+].[Na+].Cl. Product: [CH3:27][NH:26][C:23]1[N:24]=[CH:25][C:20]([C:18]2[CH:17]=[N:16][N:15]([C@H:12]3[CH2:11][CH2:10][C@H:9]([OH:8])[CH2:14][CH2:13]3)[CH:19]=2)=[C:21]2[CH:30]=[C:29]([C:40]3[C:48]4[C:43](=[CH:44][N:45]=[CH:46][CH:47]=4)[S:42][CH:41]=3)[O:28][C:22]=12. The catalyst class is: 77. (8) The catalyst class is: 1. Product: [C:18]([C:20](=[CH:16][C:13]1[CH:14]=[C:15]2[C:10](=[CH:11][CH:12]=1)[NH:9][N:8]=[C:7]2[C:3]1[CH:2]=[N:1][CH:6]=[CH:5][CH:4]=1)[C:21]([NH2:23])=[O:22])#[N:19]. Reactant: [N:1]1[CH:6]=[CH:5][CH:4]=[C:3]([C:7]2[C:15]3[C:10](=[CH:11][CH:12]=[C:13]([CH:16]=O)[CH:14]=3)[NH:9][N:8]=2)[CH:2]=1.[C:18]([CH2:20][C:21]([NH:23]C)=[O:22])#[N:19].C1CCN2C(=NCCC2)CC1. (9) Reactant: [CH:1]1[C:10]2[C:11]3[CH2:17][CH2:16][CH2:15][CH2:14][CH2:13][C:12]=3[N:8]3[C:9]=2[C:4]([CH2:5][CH2:6][CH2:7]3)=[CH:3][C:2]=1[NH2:18].[C:19](Cl)(=[O:22])[CH2:20][CH3:21]. Product: [CH:1]1[C:10]2[C:11]3[CH2:17][CH2:16][CH2:15][CH2:14][CH2:13][C:12]=3[N:8]3[C:9]=2[C:4]([CH2:5][CH2:6][CH2:7]3)=[CH:3][C:2]=1[NH:18][C:19](=[O:22])[CH2:20][CH3:21]. The catalyst class is: 68. (10) Reactant: [CH3:1][N:2]1[C:7](=[O:8])[CH:6]=[CH:5][C:4]([C:9](=[O:28])[CH2:10][CH:11]([C:19]2[CH:27]=[CH:26][C:22]([C:23](O)=[O:24])=[CH:21][CH:20]=2)[C:12]2[CH:17]=[CH:16][CH:15]=[CH:14][C:13]=2[CH3:18])=[CH:3]1.[NH2:29][C@H:30]([CH:33]([CH3:35])[CH3:34])[CH2:31][OH:32].F[P-](F)(F)(F)(F)F.N1(O[P+](N(C)C)(N(C)C)N(C)C)C2C=CC=CC=2N=N1. Product: [OH:32][CH2:31][C@H:30]([NH:29][C:23](=[O:24])[C:22]1[CH:26]=[CH:27][C:19]([CH:11]([C:12]2[CH:17]=[CH:16][CH:15]=[CH:14][C:13]=2[CH3:18])[CH2:10][C:9]([C:4]2[CH:5]=[CH:6][C:7](=[O:8])[N:2]([CH3:1])[CH:3]=2)=[O:28])=[CH:20][CH:21]=1)[CH:33]([CH3:35])[CH3:34]. The catalyst class is: 7.